Predict the reactants needed to synthesize the given product. From a dataset of Full USPTO retrosynthesis dataset with 1.9M reactions from patents (1976-2016). (1) The reactants are: [OH:1][C:2]1[CH:14]=[CH:13][CH:12]=[CH:11][C:3]=1[CH:4]=[C:5]1[CH2:10][CH2:9][O:8][C:6]1=[O:7]. Given the product [OH:1][C:2]1[CH:14]=[CH:13][CH:12]=[CH:11][C:3]=1[CH2:4][CH:5]1[CH2:10][CH2:9][O:8][C:6]1=[O:7], predict the reactants needed to synthesize it. (2) The reactants are: Cl.[C:2]([O:6][C:7](=[O:12])[CH2:8][CH2:9][CH2:10][NH2:11])([CH3:5])([CH3:4])[CH3:3].[Cl:13][C:14]1[CH:15]=[C:16]([CH:38]=[CH:39][C:40]=1[Cl:41])[CH2:17][N:18]1[CH2:23][CH2:22][O:21][C@@H:20]([CH2:24][NH:25][C:26](=O)[O:27]C2C=CC([N+]([O-])=O)=CC=2)[CH2:19]1.C(N(CC)C(C)C)(C)C.C(=O)([O-])[O-].[K+].[K+]. Given the product [Cl:13][C:14]1[CH:15]=[C:16]([CH:38]=[CH:39][C:40]=1[Cl:41])[CH2:17][N:18]1[CH2:23][CH2:22][O:21][C@@H:20]([CH2:24][NH:25][C:26]([NH:11][CH2:10][CH2:9][CH2:8][C:7]([O:6][C:2]([CH3:5])([CH3:3])[CH3:4])=[O:12])=[O:27])[CH2:19]1, predict the reactants needed to synthesize it.